Task: Predict which catalyst facilitates the given reaction.. Dataset: Catalyst prediction with 721,799 reactions and 888 catalyst types from USPTO (1) Reactant: O.Cl.Cl.Cl.[N:5]1([CH:11]2[CH:16]3[CH2:17][CH2:18][N:13]([CH2:14][CH2:15]3)[CH2:12]2)[CH2:10][CH2:9][NH:8][CH2:7][CH2:6]1.[N:5]1([CH:11]2[CH:16]3[CH2:15][CH2:14][N:13]([CH2:18][CH2:17]3)[CH2:12]2)[CH2:6][CH2:7][NH:8][CH2:9][CH2:10]1.Cl.Cl.Cl.[CH3:36][C:37]1[CH:42]=[C:41]([CH3:43])[CH:40]=[C:39]([CH3:44])[C:38]=1[S:45](Cl)(=[O:47])=[O:46].C(N(CC)C(C)C)(C)C. Product: [C:37]1([CH3:36])[CH:42]=[C:41]([CH3:43])[CH:40]=[C:39]([CH3:44])[C:38]=1[S:45]([N:8]1[CH2:7][CH2:6][N:5]([CH:11]2[CH:16]3[CH2:15][CH2:14][N:13]([CH2:18][CH2:17]3)[CH2:12]2)[CH2:10][CH2:9]1)(=[O:46])=[O:47]. The catalyst class is: 2. (2) Reactant: Br[CH2:2][CH2:3][CH2:4][P:5](=[O:12])([O:9][CH2:10][CH3:11])[O:6][CH2:7][CH3:8].[N-:13]=[N+:14]=[N-:15].[Na+]. Product: [N:13]([CH2:2][CH2:3][CH2:4][P:5](=[O:12])([O:9][CH2:10][CH3:11])[O:6][CH2:7][CH3:8])=[N+:14]=[N-:15]. The catalyst class is: 88.